Dataset: Forward reaction prediction with 1.9M reactions from USPTO patents (1976-2016). Task: Predict the product of the given reaction. (1) Given the reactants [CH:1]1([CH2:7][CH2:8][O:9][C:10]2[CH:11]=[CH:12][C:13]([CH2:16][O:17]C(=O)C)=[N:14][CH:15]=2)[CH2:6][CH2:5][CH2:4][CH2:3][CH2:2]1.[OH-].[Na+].Cl, predict the reaction product. The product is: [CH:1]1([CH2:7][CH2:8][O:9][C:10]2[CH:11]=[CH:12][C:13]([CH2:16][OH:17])=[N:14][CH:15]=2)[CH2:6][CH2:5][CH2:4][CH2:3][CH2:2]1. (2) Given the reactants [CH3:1][O:2][C:3](=[O:15])[C:4]1[CH:13]=[C:12]([OH:14])[CH:11]=[C:6]([C:7]([O:9][CH3:10])=[O:8])[CH:5]=1.[C:16]([O:20][C:21](=[O:37])[CH2:22][CH2:23][CH2:24][CH2:25][CH2:26][CH2:27][CH2:28][CH2:29][CH2:30][CH2:31][CH2:32][CH2:33][CH2:34][CH2:35]Br)([CH3:19])([CH3:18])[CH3:17].C([O-])([O-])=O.[K+].[K+].C(#N)C, predict the reaction product. The product is: [CH3:10][O:9][C:7](=[O:8])[C:6]1[CH:11]=[C:12]([O:14][CH2:35][CH2:34][CH2:33][CH2:32][CH2:31][CH2:30][CH2:29][CH2:28][CH2:27][CH2:26][CH2:25][CH2:24][CH2:23][CH2:22][C:21]([O:20][C:16]([CH3:17])([CH3:19])[CH3:18])=[O:37])[CH:13]=[C:4]([C:3]([O:2][CH3:1])=[O:15])[CH:5]=1. (3) The product is: [NH2:18][C:16]1[NH:15][N:14]=[C:13]([NH:12][C:5]2[CH:6]=[C:7]([C:8]([F:11])([F:10])[F:9])[C:2]([C:66]3[CH:65]=[CH:64][C:63]([S:60]([NH:59][C:48]4([CH3:47])[CH2:49][N:50]([C:52]([O:54][C:55]([CH3:58])([CH3:57])[CH3:56])=[O:53])[CH2:51]4)(=[O:62])=[O:61])=[CH:68][CH:67]=3)=[C:3]([Cl:19])[CH:4]=2)[N:17]=1. Given the reactants Br[C:2]1[C:7]([C:8]([F:11])([F:10])[F:9])=[CH:6][C:5]([NH:12][C:13]2[N:17]=[C:16]([NH2:18])[NH:15][N:14]=2)=[CH:4][C:3]=1[Cl:19].CN1C(C)(C)CC(SC2C=CC(B3OC(C)(C)C(C)(C)O3)=CC=2)CC1(C)C.[CH3:47][C:48]1([NH:59][S:60]([C:63]2[CH:68]=[CH:67][C:66](B3OC(C)(C)C(C)(C)O3)=[CH:65][CH:64]=2)(=[O:62])=[O:61])[CH2:51][N:50]([C:52]([O:54][C:55]([CH3:58])([CH3:57])[CH3:56])=[O:53])[CH2:49]1.C([O-])([O-])=O.[K+].[K+], predict the reaction product. (4) Given the reactants [Cl:1][C:2]1[CH:7]=[CH:6][C:5]([N:8]2[C:16]([C:17]([CH:29]3[CH2:34][CH2:33][CH2:32][CH2:31][CH2:30]3)([O:27][CH3:28])C3C=CC(C#N)=CC=3F)=[C:15]3[C:10]([CH:11]=[C:12]([F:36])[C:13]([F:35])=[CH:14]3)=[N:9]2)=[CH:4][CH:3]=1.[N-:37]=[N+:38]=[N-:39].[Na+].Cl.C([N:44]([CH2:47][CH3:48])CC)C, predict the reaction product. The product is: [Cl:1][C:2]1[CH:3]=[CH:4][C:5]([N:8]2[C:16]([CH:17]([CH:29]3[CH2:30][CH2:31][CH2:32][CH2:33][CH2:34]3)[O:27][CH2:28][C:12]3[CH:11]=[CH:10][C:48]([C:47]4[N:37]=[N:38][NH:39][N:44]=4)=[CH:14][C:13]=3[F:35])=[C:15]3[C:10]([CH:11]=[C:12]([F:36])[C:13]([F:35])=[CH:14]3)=[N:9]2)=[CH:6][CH:7]=1. (5) Given the reactants [C:1]1([CH:7]([C:35]2[CH:40]=[CH:39][CH:38]=[CH:37][CH:36]=2)[CH2:8][NH:9][C:10]2[N:18]=[C:17]([C:19]([O:21]C)=O)[N:16]=[C:15]3[C:11]=2[N:12]=[CH:13][N:14]3[C@H:23]2[C@H:27]([OH:28])[C@H:26]([OH:29])[C@@H:25]([C:30]([NH:32][CH2:33][CH3:34])=[O:31])[O:24]2)[CH:6]=[CH:5][CH:4]=[CH:3][CH:2]=1.[NH2:41][CH2:42][CH2:43][CH2:44][NH2:45], predict the reaction product. The product is: [NH2:41][CH2:42][CH2:43][CH2:44][NH:45][C:19]([C:17]1[N:16]=[C:15]2[C:11]([N:12]=[CH:13][N:14]2[C@H:23]2[C@H:27]([OH:28])[C@H:26]([OH:29])[C@@H:25]([C:30]([NH:32][CH2:33][CH3:34])=[O:31])[O:24]2)=[C:10]([NH:9][CH2:8][CH:7]([C:35]2[CH:40]=[CH:39][CH:38]=[CH:37][CH:36]=2)[C:1]2[CH:2]=[CH:3][CH:4]=[CH:5][CH:6]=2)[N:18]=1)=[O:21]. (6) Given the reactants [CH3:1][O:2][C:3](=[O:16])[C:4]1[CH:9]=[CH:8][C:7]([CH:10]=[CH:11][O:12]CC)=[N:6][C:5]=1[NH2:15].C(=O)(O)[O-].[Na+].[BH4-].[Na+].C(OCC)(=O)C, predict the reaction product. The product is: [CH3:1][O:2][C:3](=[O:16])[C:4]1[CH:9]=[CH:8][C:7]([CH2:10][CH2:11][OH:12])=[N:6][C:5]=1[NH2:15]. (7) Given the reactants C[O:2][C:3]1[C:17]2[C:12](=[CH:13][CH:14]=[CH:15][CH:16]=2)[NH:11][C:10]2[C:5](=[CH:6][CH:7]=[CH:8][CH:9]=2)[CH:4]=1.C(O)(=O)C1C=CC=CC=1.[O-:27][C:28]#[N:29].[Na+], predict the reaction product. The product is: [CH:7]1[CH:8]=[CH:9][C:10]2[N:11]([C:28]([NH2:29])=[O:27])[C:12]3[CH:13]=[CH:14][CH:15]=[CH:16][C:17]=3[C:3](=[O:2])[CH2:4][C:5]=2[CH:6]=1. (8) Given the reactants [CH2:1]([O:3][C:4](=[O:14])[CH2:5][C:6]1[CH:11]=[CH:10][C:9]([O:12][CH3:13])=[CH:8][CH:7]=1)[CH3:2].C[Si](C)(C)[N-][Si](C)(C)C.[Li+].[C:25]([C:27]1[CH:35]=[CH:34][C:30]([C:31](Cl)=[O:32])=[C:29]([CH3:36])[CH:28]=1)#[N:26], predict the reaction product. The product is: [C:25]([C:27]1[CH:35]=[CH:34][C:30]([C:31](=[O:32])[CH:5]([C:6]2[CH:11]=[CH:10][C:9]([O:12][CH3:13])=[CH:8][CH:7]=2)[C:4]([O:3][CH2:1][CH3:2])=[O:14])=[C:29]([CH3:36])[CH:28]=1)#[N:26]. (9) Given the reactants [C:1]([O:9][CH2:10][CH3:11])(=[O:8])[CH2:2][C:3]([O:5][CH2:6][CH3:7])=[O:4].[CH3:12][O:13][C:14]1[CH:21]=[CH:20][C:17]([CH2:18]Cl)=[CH:16][CH:15]=1, predict the reaction product. The product is: [CH3:12][O:13][C:14]1[CH:21]=[CH:20][C:17]([CH2:18][CH:2]([C:3]([O:5][CH2:6][CH3:7])=[O:4])[C:1]([O:9][CH2:10][CH3:11])=[O:8])=[CH:16][CH:15]=1.